From a dataset of Full USPTO retrosynthesis dataset with 1.9M reactions from patents (1976-2016). Predict the reactants needed to synthesize the given product. (1) Given the product [CH3:22][C:19]([CH3:21])([CH3:20])[CH2:18][N:17]1[C:12]2[C:13](=[N:14][C:9]([C:7]3[CH:8]=[C:3]([CH2:2][C:26]#[N:27])[CH:4]=[CH:5][C:6]=3[CH3:25])=[CH:10][CH:11]=2)[N:15]([CH3:24])[C:16]1=[O:23], predict the reactants needed to synthesize it. The reactants are: Br[CH2:2][C:3]1[CH:4]=[CH:5][C:6]([CH3:25])=[C:7]([C:9]2[N:14]=[C:13]3[N:15]([CH3:24])[C:16](=[O:23])[N:17]([CH2:18][C:19]([CH3:22])([CH3:21])[CH3:20])[C:12]3=[CH:11][CH:10]=2)[CH:8]=1.[C-:26]#[N:27].[K+]. (2) Given the product [Br:17][C:15]1[N:16]=[C:12]([S:8][C:5]2[CH:6]=[CH:7][C:2]([F:1])=[CH:3][CH:4]=2)[S:13][CH:14]=1, predict the reactants needed to synthesize it. The reactants are: [F:1][C:2]1[CH:7]=[CH:6][C:5]([SH:8])=[CH:4][CH:3]=1.[H-].[Na+].Br[C:12]1[S:13][CH:14]=[C:15]([Br:17])[N:16]=1. (3) Given the product [Br:1][C:2]1[CH:3]=[CH:4][C:5]([C:6]([N:21]2[CH2:22][CH2:23][N:18]([CH:15]([CH2:16][CH3:17])[CH2:13][CH3:14])[CH2:19][CH2:20]2)=[O:8])=[CH:9][CH:10]=1, predict the reactants needed to synthesize it. The reactants are: [Br:1][C:2]1[CH:10]=[CH:9][C:5]([C:6]([OH:8])=O)=[CH:4][CH:3]=1.Cl.Cl.[CH2:13]([CH:15]([N:18]1[CH2:23][CH2:22][NH:21][CH2:20][CH2:19]1)[CH2:16][CH3:17])[CH3:14].Cl.CN(C)CCCN=C=NCC.O.ON1C2C=CC=CC=2N=N1.CN1CCOCC1.[OH-].[Na+]. (4) Given the product [N:8]1([C:6]([O:5][C:2]([CH3:1])([CH3:3])[CH3:4])=[O:7])[CH2:13][CH:12]=[CH:11][CH2:10][C@H:9]1[C:14]([O:16][CH3:17])=[O:15], predict the reactants needed to synthesize it. The reactants are: [CH3:1][C:2]([O:5][C:6]([N:8]1[CH2:13][CH:12]=[CH:11][CH2:10][C@H:9]1[C:14]([OH:16])=[O:15])=[O:7])([CH3:4])[CH3:3].[CH3:17]CN(C(C)C)C(C)C.CN(C(ON1N=NC2C=CC=CC1=2)=[N+](C)C)C.[B-](F)(F)(F)F.CO. (5) Given the product [NH2:59][C:55]1[N:54]=[CH:53][N:52]=[C:51]2[C:56]=1[N:57]=[CH:58][N:50]2[C@H:49]1[C@@H:44]2[O:43][C:42]([CH3:41])([CH3:63])[O:46][C@@H:45]2[C@@H:47]([CH2:60][N:61]([CH3:62])[C:27](=[O:29])[CH2:26][CH2:25][NH:24][C:22]([NH:21][C:18]2[CH:17]=[CH:16][C:15]([C:11]([CH3:12])([CH3:13])[CH3:14])=[CH:20][CH:19]=2)=[O:23])[O:48]1, predict the reactants needed to synthesize it. The reactants are: C1C=CC2N(O)N=NC=2C=1.[C:11]([C:15]1[CH:20]=[CH:19][C:18]([NH:21][C:22]([NH:24][CH2:25][CH2:26][C:27]([OH:29])=O)=[O:23])=[CH:17][CH:16]=1)([CH3:14])([CH3:13])[CH3:12].CCN=C=NCCCN(C)C.[CH3:41][C:42]1([CH3:63])[O:46][C@@H:45]2[C@@H:47]([CH2:60][NH:61][CH3:62])[O:48][C@@H:49]([N:50]3[CH:58]=[N:57][C:56]4[C:51]3=[N:52][CH:53]=[N:54][C:55]=4[NH2:59])[C@@H:44]2[O:43]1. (6) Given the product [N+:31]([CH2:34][CH:35]([C:16]1([C:20]([O:22][CH3:23])=[O:21])[CH2:17][CH2:18][CH2:19][N:13]([C:24]([O:26][C:27]([CH3:30])([CH3:29])[CH3:28])=[O:25])[CH2:14][CH2:15]1)[C:36]1[CH:41]=[CH:40][CH:39]=[CH:38][CH:37]=1)([O-:33])=[O:32], predict the reactants needed to synthesize it. The reactants are: C(NC(C)C)(C)C.[Li]CCCC.[N:13]1([C:24]([O:26][C:27]([CH3:30])([CH3:29])[CH3:28])=[O:25])[CH2:19][CH2:18][CH2:17][CH:16]([C:20]([O:22][CH3:23])=[O:21])[CH2:15][CH2:14]1.[N+:31](/[CH:34]=[CH:35]/[C:36]1[CH:41]=[CH:40][CH:39]=[CH:38][CH:37]=1)([O-:33])=[O:32].